This data is from Full USPTO retrosynthesis dataset with 1.9M reactions from patents (1976-2016). The task is: Predict the reactants needed to synthesize the given product. (1) Given the product [CH3:39][C:3]1[CH:8]=[CH:7][C:6]([CH2:9][N:11]([CH2:22][C:23]2[N:24]=[C:25]3[CH:30]=[CH:29][CH:28]=[C:27]([N:31]4[CH2:32][CH2:33][N:34]([CH3:37])[CH2:35][CH2:36]4)[N:26]3[CH:38]=2)[C@@H:12]2[C:21]3[N:20]=[CH:19][CH:18]=[CH:17][C:16]=3[CH2:15][CH2:14][CH2:13]2)=[CH:5][CH:4]=1, predict the reactants needed to synthesize it. The reactants are: CO[C:3]1[CH:8]=[CH:7][C:6]([C@@H:9]([N:11]([CH2:22][C:23]2[N:24]=[C:25]3[CH:30]=[CH:29][CH:28]=[C:27]([N:31]4[CH2:36][CH2:35][N:34]([CH3:37])[CH2:33][CH2:32]4)[N:26]3[CH:38]=2)[C@@H:12]2[C:21]3[N:20]=[CH:19][CH:18]=[CH:17][C:16]=3[CH2:15][CH2:14][CH2:13]2)C)=[CH:5][CH:4]=1.[C:39]1(C)C=CC(C=O)=CC=1. (2) Given the product [CH2:11]([O:18][C@@H:19]1[C@@H:27]([CH:28]=[O:29])[O:26][C@H:25]2[C@H:21]([N:22]=[C:23]([N:30]([CH3:31])[CH2:38][CH:39]=[CH2:40])[S:24]2)[C@H:20]1[O:41][CH2:42][C:43]1[CH:44]=[CH:45][CH:46]=[CH:47][CH:48]=1)[C:12]1[CH:13]=[CH:14][CH:15]=[CH:16][CH:17]=1, predict the reactants needed to synthesize it. The reactants are: CS(C)=O.C(Cl)(C(Cl)=O)=O.[CH2:11]([O:18][C@@H:19]1[C@@H:27]([CH2:28][OH:29])[O:26][C@H:25]2[C@H:21]([N:22]=[C:23]([N:30]([CH2:38][CH:39]=[CH2:40])[C:31](=O)OC(C)(C)C)[S:24]2)[C@H:20]1[O:41][CH2:42][C:43]1[CH:48]=[CH:47][CH:46]=[CH:45][CH:44]=1)[C:12]1[CH:17]=[CH:16][CH:15]=[CH:14][CH:13]=1.C(N(CC)CC)C. (3) The reactants are: [NH2:1][C:2]1[CH:24]=[CH:23][C:5]([O:6][C:7]2[C:8]3[CH:15]=[C:14]([C:16]([N:18]4[CH2:22][CH2:21][CH2:20][CH2:19]4)=[O:17])[S:13][C:9]=3[N:10]=[CH:11][N:12]=2)=[C:4]([F:25])[CH:3]=1.CN(C)C(C1SC2C(=NC=CC=2OC2C=CC(N[C:47]([NH:49][C:50](=[O:58])[CH2:51][C:52]3[CH:57]=[CH:56][CH:55]=[CH:54][CH:53]=3)=[S:48])=CC=2F)C=1)=O. Given the product [F:25][C:4]1[CH:3]=[C:2]([NH:1][C:47]([NH:49][C:50](=[O:58])[CH2:51][C:52]2[CH:53]=[CH:54][CH:55]=[CH:56][CH:57]=2)=[S:48])[CH:24]=[CH:23][C:5]=1[O:6][C:7]1[C:8]2[CH:15]=[C:14]([C:16]([N:18]3[CH2:22][CH2:21][CH2:20][CH2:19]3)=[O:17])[S:13][C:9]=2[N:10]=[CH:11][N:12]=1, predict the reactants needed to synthesize it. (4) Given the product [CH2:31]([O:33][C:34]([CH:36]1[CH2:41][CH2:40][N:39]([CH2:2][CH2:3][O:4][C:5]2[C:14]3[C:9](=[CH:10][CH:11]=[CH:12][CH:13]=3)[C:8]([NH:15][C:16](=[O:30])[C:17]3[CH:22]=[C:21]([N:23]4[CH2:28][CH2:27][CH2:26][CH2:25][CH2:24]4)[CH:20]=[C:19]([F:29])[CH:18]=3)=[CH:7][CH:6]=2)[CH2:38][CH2:37]1)=[O:35])[CH3:32], predict the reactants needed to synthesize it. The reactants are: Cl[CH2:2][CH2:3][O:4][C:5]1[C:14]2[C:9](=[CH:10][CH:11]=[CH:12][CH:13]=2)[C:8]([NH:15][C:16](=[O:30])[C:17]2[CH:22]=[C:21]([N:23]3[CH2:28][CH2:27][CH2:26][CH2:25][CH2:24]3)[CH:20]=[C:19]([F:29])[CH:18]=2)=[CH:7][CH:6]=1.[CH2:31]([O:33][C:34]([CH:36]1[CH2:41][CH2:40][NH:39][CH2:38][CH2:37]1)=[O:35])[CH3:32]. (5) Given the product [NH2:1][C:4]1[CH:5]=[C:6]([S:9]([N:12]2[CH2:13][CH2:14][N:15]([C:18]3[CH:23]=[CH:22][C:21]([C:24]([OH:33])([C:25]([F:27])([F:28])[F:26])[C:29]([F:30])([F:31])[F:32])=[CH:20][CH:19]=3)[CH2:16][CH2:17]2)(=[O:10])=[O:11])[S:7][CH:8]=1, predict the reactants needed to synthesize it. The reactants are: [N+:1]([C:4]1[CH:5]=[C:6]([S:9]([N:12]2[CH2:17][CH2:16][N:15]([C:18]3[CH:23]=[CH:22][C:21]([C:24]([OH:33])([C:29]([F:32])([F:31])[F:30])[C:25]([F:28])([F:27])[F:26])=[CH:20][CH:19]=3)[CH2:14][CH2:13]2)(=[O:11])=[O:10])[S:7][CH:8]=1)([O-])=O.C([O-])=O.[NH4+]. (6) The reactants are: [CH2:1]([C:8]#[N:9])[C:2]1[CH:7]=[CH:6][CH:5]=[CH:4][CH:3]=1.C[Si](C)(C)N[Si](C)(C)C.[Li].[P:20]([O:26][CH2:27][CH3:28])([O:23][CH2:24][CH3:25])[O:21]Cl. Given the product [C:8]([CH:1]([P:20](=[O:21])([O:26][CH2:27][CH3:28])[O:23][CH2:24][CH3:25])[C:2]1[CH:7]=[CH:6][CH:5]=[CH:4][CH:3]=1)#[N:9], predict the reactants needed to synthesize it. (7) Given the product [O:22]1[CH2:23][CH2:24][N:19]([CH2:18][CH2:17][O:1][C:2]2[CH:3]=[CH:4][C:5]([NH:8][C:9](=[O:15])[O:10][C:11]([CH3:12])([CH3:14])[CH3:13])=[CH:6][CH:7]=2)[CH2:20][CH2:21]1, predict the reactants needed to synthesize it. The reactants are: [OH:1][C:2]1[CH:7]=[CH:6][C:5]([NH:8][C:9](=[O:15])[O:10][C:11]([CH3:14])([CH3:13])[CH3:12])=[CH:4][CH:3]=1.Cl[CH2:17][CH2:18][N:19]1[CH2:24][CH2:23][O:22][CH2:21][CH2:20]1.C(=O)([O-])[O-].[Cs+].[Cs+]. (8) The reactants are: [CH:1]1([CH2:4][O:5][C:6]2[CH:11]=[C:10]([F:12])[C:9]([O:13][CH3:14])=[CH:8][C:7]=2[C:15]2[CH:20]=[CH:19][N:18]=[C:17]3[C:21]([C:33]([OH:35])=O)=[C:22]([CH3:32])[N:23]([CH2:24][O:25][CH2:26][CH2:27][Si:28]([CH3:31])([CH3:30])[CH3:29])[C:16]=23)[CH2:3][CH2:2]1.[NH2:36][C@@H:37]1[CH2:42][CH2:41][C@H:40]([NH:43][C:44](=[O:50])[O:45][C:46]([CH3:49])([CH3:48])[CH3:47])[CH2:39][CH2:38]1. Given the product [CH:1]1([CH2:4][O:5][C:6]2[CH:11]=[C:10]([F:12])[C:9]([O:13][CH3:14])=[CH:8][C:7]=2[C:15]2[CH:20]=[CH:19][N:18]=[C:17]3[C:21]([C:33]([NH:36][C@@H:37]4[CH2:42][CH2:41][C@H:40]([NH:43][C:44](=[O:50])[O:45][C:46]([CH3:48])([CH3:47])[CH3:49])[CH2:39][CH2:38]4)=[O:35])=[C:22]([CH3:32])[N:23]([CH2:24][O:25][CH2:26][CH2:27][Si:28]([CH3:31])([CH3:29])[CH3:30])[C:16]=23)[CH2:2][CH2:3]1, predict the reactants needed to synthesize it.